Dataset: TCR-epitope binding with 47,182 pairs between 192 epitopes and 23,139 TCRs. Task: Binary Classification. Given a T-cell receptor sequence (or CDR3 region) and an epitope sequence, predict whether binding occurs between them. The epitope is AVFDRKSDAK. The TCR CDR3 sequence is CSVESKINYGYTF. Result: 1 (the TCR binds to the epitope).